Dataset: Forward reaction prediction with 1.9M reactions from USPTO patents (1976-2016). Task: Predict the product of the given reaction. (1) Given the reactants Cl[C:2]1[CH:10]=[C:9]([N+:11]([O-:13])=[O:12])[CH:8]=[CH:7][C:3]=1[C:4]([OH:6])=[O:5].C[O-].[Na+].O.[C:18]([O:25][CH3:26])(=[O:24])[CH2:19][C:20]([O:22][CH3:23])=[O:21], predict the reaction product. The product is: [C:4]([C:3]1[CH:7]=[CH:8][C:9]([N+:11]([O-:13])=[O:12])=[CH:10][C:2]=1[CH:19]([C:18]([O:25][CH3:26])=[O:24])[C:20]([O:22][CH3:23])=[O:21])([OH:6])=[O:5]. (2) Given the reactants [Cl:1][C:2]1[C:7]([F:8])=[CH:6][CH:5]=[C:4]([F:9])[C:3]=1[CH:10]([N:12]1[CH2:17][CH2:16][NH:15][C:14]2[N:18]=[CH:19][C:20](I)=[CH:21][C:13]1=2)[CH3:11].[CH3:23][N:24]1[CH2:29][CH2:28][N:27]([C:30]2[CH:35]=[CH:34][C:33](B3OC(C)(C)C(C)(C)O3)=[CH:32][N:31]=2)[CH2:26][CH2:25]1, predict the reaction product. The product is: [Cl:1][C:2]1[C:7]([F:8])=[CH:6][CH:5]=[C:4]([F:9])[C:3]=1[CH:10]([N:12]1[CH2:17][CH2:16][NH:15][C:14]2[N:18]=[CH:19][C:20]([C:33]3[CH:32]=[N:31][C:30]([N:27]4[CH2:26][CH2:25][N:24]([CH3:23])[CH2:29][CH2:28]4)=[CH:35][CH:34]=3)=[CH:21][C:13]1=2)[CH3:11]. (3) The product is: [Cl:1][C:2]1[C:3]([C:9](=[N:22][OH:23])[C@@H:10]([NH:12][C:13](=[O:19])[O:14][C:15]([CH3:18])([CH3:17])[CH3:16])[CH3:11])=[N:4][CH:5]=[C:6]([Cl:8])[CH:7]=1. Given the reactants [Cl:1][C:2]1[C:3]([C:9](=O)[C@@H:10]([NH:12][C:13](=[O:19])[O:14][C:15]([CH3:18])([CH3:17])[CH3:16])[CH3:11])=[N:4][CH:5]=[C:6]([Cl:8])[CH:7]=1.Cl.[NH2:22][OH:23].N1C=CC=CC=1, predict the reaction product. (4) Given the reactants [CH2:1]([O:8][CH2:9][CH2:10][C@H:11]([NH:15][C:16]([O:18][C:19]([CH3:22])([CH3:21])[CH3:20])=[O:17])[C:12](O)=[O:13])[C:2]1[CH:7]=[CH:6][CH:5]=[CH:4][CH:3]=1.C[N:24]1CCOCC1.C(OC(Cl)=O)C(C)C.N, predict the reaction product. The product is: [C:19]([O:18][C:16](=[O:17])[NH:15][C@H:11]([C:12](=[O:13])[NH2:24])[CH2:10][CH2:9][O:8][CH2:1][C:2]1[CH:7]=[CH:6][CH:5]=[CH:4][CH:3]=1)([CH3:22])([CH3:21])[CH3:20]. (5) Given the reactants CC1C=CC(S(O[CH2:12][CH:13]2[O:18][C:17]3[CH:19]=[C:20]([O:23][S:24]([CH3:27])(=[O:26])=[O:25])[CH:21]=[CH:22][C:16]=3[O:15][CH2:14]2)(=O)=O)=CC=1.[NH:28]1[CH2:32][CH2:31][CH2:30][CH2:29]1, predict the reaction product. The product is: [CH3:27][S:24]([O:23][C:20]1[CH:21]=[CH:22][C:16]2[O:15][CH2:14][CH:13]([CH2:12][N:28]3[CH2:32][CH2:31][CH2:30][CH2:29]3)[O:18][C:17]=2[CH:19]=1)(=[O:25])=[O:26].